From a dataset of Full USPTO retrosynthesis dataset with 1.9M reactions from patents (1976-2016). Predict the reactants needed to synthesize the given product. (1) Given the product [I:11][C:3]1[CH:4]=[C:5]([N+:8]([O-:10])=[O:9])[CH:6]=[CH:7][C:2]=1[O:1][CH2:14][C:15]1[N:16]=[CH:17][S:18][CH:19]=1, predict the reactants needed to synthesize it. The reactants are: [OH:1][C:2]1[CH:7]=[CH:6][C:5]([N+:8]([O-:10])=[O:9])=[CH:4][C:3]=1[I:11].Cl.Cl[CH2:14][C:15]1[N:16]=[CH:17][S:18][CH:19]=1. (2) Given the product [Br:1][C:2]1[CH:3]=[CH:4][C:5](/[CH:8]=[CH:39]/[C@H:30]2[C@H:29]([CH3:41])[C:28]([F:27])([F:42])[CH2:36][C@@H:35]3[C@H:31]2[C@@H:32]([CH3:38])[O:33][C:34]3=[O:37])=[N:6][CH:7]=1, predict the reactants needed to synthesize it. The reactants are: [Br:1][C:2]1[CH:3]=[CH:4][C:5]([CH2:8]P(=O)(OCC)OCC)=[N:6][CH:7]=1.[Li+].C[Si]([N-][Si](C)(C)C)(C)C.[F:27][C:28]1([F:42])[CH2:36][C@@H:35]2[C@@H:31]([C@@H:32]([CH3:38])[O:33][C:34]2=[O:37])[C@@H:30]([CH:39]=O)[C@@H:29]1[CH3:41]. (3) Given the product [C:15]([N:12]1[C:10]2[N:11]=[C:6]([CH:4]3[CH2:3][N:2]([C:21]4[CH:26]=[CH:25][CH:24]=[CH:23][N:22]=4)[CH2:5]3)[NH:7][C:8](=[O:19])[C:9]=2[CH:14]=[N:13]1)([CH3:16])([CH3:18])[CH3:17], predict the reactants needed to synthesize it. The reactants are: Cl.[NH:2]1[CH2:5][CH:4]([C:6]2[NH:7][C:8](=[O:19])[C:9]3[CH:14]=[N:13][N:12]([C:15]([CH3:18])([CH3:17])[CH3:16])[C:10]=3[N:11]=2)[CH2:3]1.Br[C:21]1[CH:26]=[CH:25][CH:24]=[CH:23][N:22]=1.[Li+].C[Si]([N-][Si](C)(C)C)(C)C.Cl.C([O-])([O-])=O.[Na+].[Na+].